From a dataset of Reaction yield outcomes from USPTO patents with 853,638 reactions. Predict the reaction yield, written as a fraction of the theoretical maximum amount of product (1.0 means a 100% yield; for example, 0.34 means a 34% yield). (1) The reactants are [CH3:1][C:2]1[CH:7]=[CH:6][C:5]([S:8]([O:11][CH2:12][CH:13]2[CH2:17][C:16]3[CH:18]=[CH:19][CH:20]=[C:21]([NH2:22])[C:15]=3[O:14]2)(=[O:10])=[O:9])=[CH:4][CH:3]=1.Br[C:24]1[CH:29]=[CH:28][C:27]([CH3:30])=[C:26]([CH3:31])[CH:25]=1. No catalyst specified. The product is [CH3:1][C:2]1[CH:3]=[CH:4][C:5]([S:8]([O:11][CH2:12][CH:13]2[CH2:17][C:16]3[CH:18]=[CH:19][CH:20]=[C:21]([NH:22][C:24]4[CH:29]=[CH:28][C:27]([CH3:30])=[C:26]([CH3:31])[CH:25]=4)[C:15]=3[O:14]2)(=[O:10])=[O:9])=[CH:6][CH:7]=1. The yield is 0.380. (2) The reactants are [CH3:1][C:2]1[N:7]=[C:6]([C:8]2[CH:13]=[CH:12][CH:11]=[C:10]([C:14]3[CH:15]=[C:16]([S:20](Cl)(=[O:22])=[O:21])[CH:17]=[CH:18][CH:19]=3)[N:9]=2)[CH:5]=[C:4]([C:24]2[CH:29]=[CH:28][C:27]([C:30]([F:33])([F:32])[F:31])=[CH:26][CH:25]=2)[CH:3]=1.[CH3:34][O:35][C:36]1[CH:43]=[CH:42][C:39]([CH2:40][NH2:41])=[CH:38][CH:37]=1. The catalyst is C1COCC1.CCOC(C)=O. The product is [CH3:34][O:35][C:36]1[CH:43]=[CH:42][C:39]([CH2:40][NH:41][S:20]([C:16]2[CH:17]=[CH:18][CH:19]=[C:14]([C:10]3[N:9]=[C:8]([C:6]4[CH:5]=[C:4]([C:24]5[CH:29]=[CH:28][C:27]([C:30]([F:33])([F:31])[F:32])=[CH:26][CH:25]=5)[CH:3]=[C:2]([CH3:1])[N:7]=4)[CH:13]=[CH:12][CH:11]=3)[CH:15]=2)(=[O:22])=[O:21])=[CH:38][CH:37]=1. The yield is 0.530. (3) The reactants are [CH2:1]([O:8][C:9]1[CH:18]=[C:17]2[C:12]([C:13]([OH:19])=[CH:14][CH:15]=[N:16]2)=[CH:11][C:10]=1[O:20][CH3:21])[C:2]1[CH:7]=[CH:6][CH:5]=[CH:4][CH:3]=1.N1C(C)=CC=CC=1C.C(=O)=O.[F:33][C:34]([F:40])([F:39])[S:35](Cl)(=[O:37])=[O:36]. The catalyst is CN(C)C1C=CN=CC=1.O.C(Cl)Cl. The product is [CH2:1]([O:8][C:9]1[CH:18]=[C:17]2[C:12]([C:13]([O:19][S:35]([C:34]([F:40])([F:39])[F:33])(=[O:37])=[O:36])=[CH:14][CH:15]=[N:16]2)=[CH:11][C:10]=1[O:20][CH3:21])[C:2]1[CH:3]=[CH:4][CH:5]=[CH:6][CH:7]=1. The yield is 0.838. (4) The reactants are [CH:1]([N-]C(C)C)(C)C.[Li+].[C:9](#N)CC.P(Cl)([O:18][CH2:19][CH3:20])(OCC)=O.C(C1N(CC2[CH:53]=[CH:52][C:39]3/[C:40](=[CH:49]/[C:50]#[N:51])/[C:41]4[CH:48]=[CH:47][CH:46]=[CH:45]C=4C[CH2:44][C:38]=3C=2)C2=NC(C)=CC(C)=C2N=1)C.[C:54]([O:57][CH2:58]C)(=[O:56])[CH3:55]. The catalyst is C1COCC1.O. The product is [CH3:58][O:57][C:54]([C:55]1[CH:53]=[CH:52][C:39]2=[C:38]([CH:44]=1)[O:18][CH2:19][C:20]1[CH:45]=[CH:46][CH:47]=[CH:48][C:41]=1/[C:40]/2=[C:49](/[C:50]#[N:51])\[CH3:1])=[O:56].[CH3:58][O:57][C:54]([C:55]1[CH:53]=[CH:52][C:39]2=[C:38]([CH:44]=1)[O:18][CH2:19][C:20]1[CH:45]=[CH:46][CH:47]=[CH:48][C:41]=1/[C:40]/2=[C:49](\[C:50]#[N:51])/[CH3:9])=[O:56]. The yield is 0.370. (5) The reactants are Br[C:2]1[CH:7]=[CH:6][CH:5]=[CH:4][C:3]=1[Cl:8].[Cl:9][C:10]1[CH:15]=[CH:14][CH:13]=[C:12]([O:16][CH3:17])[C:11]=1B(O)O. The catalyst is COCCOC.O. The product is [Cl:9][C:10]1[CH:15]=[CH:14][CH:13]=[C:12]([O:16][CH3:17])[C:11]=1[C:2]1[CH:7]=[CH:6][CH:5]=[CH:4][C:3]=1[Cl:8]. The yield is 0.740. (6) The catalyst is C(Cl)Cl. The product is [CH3:5][O:6][C:7]([C:9]1[C:17]2[O:16][C:15]([CH3:18])=[CH:14][C:13]=2[CH:12]=[C:11]([OH:19])[CH:10]=1)=[O:8]. The reactants are B(Br)(Br)Br.[CH3:5][O:6][C:7]([C:9]1[C:17]2[O:16][C:15]([CH3:18])=[CH:14][C:13]=2[CH:12]=[C:11]([O:19]C)[CH:10]=1)=[O:8].N1C(C)=CC=CC=1C. The yield is 0.830.